From a dataset of Catalyst prediction with 721,799 reactions and 888 catalyst types from USPTO. Predict which catalyst facilitates the given reaction. (1) Reactant: [OH:1][C@H:2]1[CH2:6][N:5]([C:7]([O:9][CH3:10])=[O:8])[C@H:4]([C:11]([OH:13])=[O:12])[CH2:3]1.C([O-])([O-])=O.[Cs+].[Cs+].Br[CH2:21][C:22]1[CH:27]=[CH:26][CH:25]=[CH:24][CH:23]=1. Product: [OH:1][C@H:2]1[CH2:6][N:5]([C:7]([O:9][CH3:10])=[O:8])[C@H:4]([C:11]([O:13][CH2:21][C:22]2[CH:27]=[CH:26][CH:25]=[CH:24][CH:23]=2)=[O:12])[CH2:3]1. The catalyst class is: 24. (2) Reactant: [CH3:1][CH:2]([CH3:31])[CH2:3][CH2:4][NH:5][C:6]([C:8]1[N:9]=[N:10][C:11]([N:14]2[CH2:19][CH2:18][N:17]([C:20](=[O:30])[C:21]3[CH:26]=[CH:25][CH:24]=[CH:23][C:22]=3[N+:27]([O-])=O)[CH2:16][CH2:15]2)=[CH:12][CH:13]=1)=[O:7]. Product: [CH3:1][CH:2]([CH3:31])[CH2:3][CH2:4][NH:5][C:6]([C:8]1[N:9]=[N:10][C:11]([N:14]2[CH2:15][CH2:16][N:17]([C:20](=[O:30])[C:21]3[CH:26]=[CH:25][CH:24]=[CH:23][C:22]=3[NH2:27])[CH2:18][CH2:19]2)=[CH:12][CH:13]=1)=[O:7]. The catalyst class is: 45. (3) Reactant: C(O)(C(F)(F)F)=O.[CH2:8]([O:10][C@@H:11]1[C@@H:15]2[O:16]C(C)(C)[O:18][C@H:19]([CH:20]=[CH2:21])[C@@H:14]2[O:13][C:12]1=[O:24])[CH3:9]. Product: [CH2:8]([O:10][C@@H:11]1[C@H:15]([OH:16])[C@H:14]([C@H:19]([OH:18])[CH:20]=[CH2:21])[O:13][C:12]1=[O:24])[CH3:9]. The catalyst class is: 6. (4) Reactant: [C:1]([O:5][CH2:6][CH2:7][CH2:8][CH2:9][CH2:10][CH2:11][O:12][C:13]1[CH:34]=[CH:33][C:16]([C:17]([O:19][C:20]2[CH:32]=[CH:31][C:23]([C:24]([O:26]COCC)=[O:25])=[CH:22][CH:21]=2)=[O:18])=[CH:15][CH:14]=1)(=[O:4])[CH:2]=[CH2:3].C1(C)C=CC(S([O-])(=O)=O)=CC=1.[NH+]1C=CC=CC=1.COC1C=CC(O)=CC=1. The catalyst class is: 8. Product: [C:1]([O:5][CH2:6][CH2:7][CH2:8][CH2:9][CH2:10][CH2:11][O:12][C:13]1[CH:34]=[CH:33][C:16]([C:17]([O:19][C:20]2[CH:32]=[CH:31][C:23]([C:24]([OH:26])=[O:25])=[CH:22][CH:21]=2)=[O:18])=[CH:15][CH:14]=1)(=[O:4])[CH:2]=[CH2:3]. (5) The catalyst class is: 32. Product: [OH:32][C:27]1([C:28]([F:31])([F:30])[F:29])[CH2:26][N:11]([C:8]2[CH:7]=[CH:6][C:5]([S:2]([CH3:1])(=[O:4])=[O:3])=[CH:10][CH:9]=2)[C:12]([C:14]2[CH:15]=[CH:16][N:17]=[CH:18][CH:19]=2)=[N:13]1. Reactant: [CH3:1][S:2]([C:5]1[CH:10]=[CH:9][C:8]([NH:11][C:12]([C:14]2[CH:19]=[CH:18][N:17]=[CH:16][CH:15]=2)=[NH:13])=[CH:7][CH:6]=1)(=[O:4])=[O:3].C(=O)(O)[O-].[Na+].Br[CH2:26][C:27](=[O:32])[C:28]([F:31])([F:30])[F:29]. (6) Reactant: [C:1]([N:4]1[CH2:9][CH2:8][CH2:7][C:6]([CH2:28][C:29]([O:31]CC)=[O:30])([CH2:10][C:11]2[CH:16]=[CH:15][C:14]([O:17][CH2:18][CH2:19][CH2:20][NH:21][C:22]3[CH:27]=[CH:26][CH:25]=[CH:24][N:23]=3)=[CH:13][CH:12]=2)[CH2:5]1)(=[O:3])[CH3:2].FC(F)(F)C(O)=O. Product: [C:1]([N:4]1[CH2:9][CH2:8][CH2:7][C:6]([CH2:28][C:29]([OH:31])=[O:30])([CH2:10][C:11]2[CH:16]=[CH:15][C:14]([O:17][CH2:18][CH2:19][CH2:20][NH:21][C:22]3[CH:27]=[CH:26][CH:25]=[CH:24][N:23]=3)=[CH:13][CH:12]=2)[CH2:5]1)(=[O:3])[CH3:2]. The catalyst class is: 273. (7) Reactant: Cl[C:2]1[CH:7]=[C:6]([O:8][CH2:9][C:10]#[CH:11])[N:5]=[CH:4][N:3]=1.C(=O)([O-])[O-].[K+].[K+].[Cl:18][C:19]1[CH:20]=[C:21]([OH:25])[CH:22]=[CH:23][CH:24]=1.[Cl-].[NH4+]. Product: [Cl:18][C:19]1[CH:20]=[C:21]([CH:22]=[CH:23][CH:24]=1)[O:25][C:2]1[CH:7]=[C:6]([O:8][CH2:9][C:10]#[CH:11])[N:5]=[CH:4][N:3]=1. The catalyst class is: 9. (8) Reactant: [NH2:1][C:2](=O)[CH2:3][N:4]1[C:9](=[N:10]S(C2C=CC(C)=CC=2)(=O)=O)[CH:8]=[CH:7][C:6]([O:21][C:22]2[CH:27]=[CH:26][C:25]([NH:28][C:29](=[O:38])[O:30][CH2:31][C:32]3[CH:37]=[CH:36][CH:35]=[CH:34][CH:33]=3)=[CH:24][C:23]=2[F:39])=[CH:5]1.FC(F)(F)C(OC(=O)C(F)(F)F)=O. Product: [NH2:1][C:2]1[N:10]=[C:9]2[CH:8]=[CH:7][C:6]([O:21][C:22]3[CH:27]=[CH:26][C:25]([NH:28][C:29](=[O:38])[O:30][CH2:31][C:32]4[CH:33]=[CH:34][CH:35]=[CH:36][CH:37]=4)=[CH:24][C:23]=3[F:39])=[CH:5][N:4]2[CH:3]=1. The catalyst class is: 7. (9) Reactant: [CH3:1][O:2][CH2:3][CH2:4][O:5][C:6]1[C:7]([CH3:26])=[C:8]([C:16]([C:18]2[CH:19]=[N:20][N:21]([CH2:24][CH3:25])[C:22]=2[OH:23])=[O:17])[CH:9]=[CH:10][C:11]=1[S:12]([CH3:15])(=[O:14])=[O:13].C(N(CC)CC)C.[CH3:34][CH2:35][S:36][C:37](Cl)=[O:38].C(OCC)(=O)C. Product: [CH3:1][O:2][CH2:3][CH2:4][O:5][C:6]1[C:7]([CH3:26])=[C:8]([C:16]([C:18]2[CH:19]=[N:20][N:21]([CH2:24][CH3:25])[C:22]=2[O:23][C:37]([S:36][CH2:35][CH3:34])=[O:38])=[O:17])[CH:9]=[CH:10][C:11]=1[S:12]([CH3:15])(=[O:14])=[O:13]. The catalyst class is: 1. (10) Reactant: [C:1]([Si:5]([CH3:18])([CH3:17])[O:6][CH2:7][CH2:8][CH:9]=[CH:10][C:11]1[NH:15][CH:14]=[N:13][C:12]=1[CH3:16])([CH3:4])([CH3:3])[CH3:2]. Product: [CH3:16][C:12]1[NH:13][CH:14]=[N:15][C:11]=1[CH2:10][CH2:9][CH2:8][CH2:7][O:6][Si:5]([C:1]([CH3:4])([CH3:3])[CH3:2])([CH3:18])[CH3:17]. The catalyst class is: 285.